Predict which catalyst facilitates the given reaction. From a dataset of Catalyst prediction with 721,799 reactions and 888 catalyst types from USPTO. Reactant: C1(P(C2C=CC=CC=2)C2C=CC=CC=2)C=CC=CC=1.BrN1C(=O)CCC1=O.[Cl:28][C:29]1[CH:30]=[C:31]([C@@H:39]([CH2:43][CH:44]2[CH2:48][CH2:47][CH2:46][CH2:45]2)[C:40]([OH:42])=O)[CH:32]=[CH:33][C:34]=1[S:35]([CH3:38])(=[O:37])=[O:36].[O:49]1[CH:53]=[CH:52][C:51]([C:54]2[N:55]=[CH:56][C:57]([NH2:60])=[N:58][CH:59]=2)=[CH:50]1.N1C=CC=CC=1. Product: [Cl:28][C:29]1[CH:30]=[C:31]([C@@H:39]([CH2:43][CH:44]2[CH2:48][CH2:47][CH2:46][CH2:45]2)[C:40]([NH:60][C:57]2[CH:56]=[N:55][C:54]([C:51]3[CH:52]=[CH:53][O:49][CH:50]=3)=[CH:59][N:58]=2)=[O:42])[CH:32]=[CH:33][C:34]=1[S:35]([CH3:38])(=[O:36])=[O:37]. The catalyst class is: 2.